Dataset: hERG potassium channel inhibition data for cardiac toxicity prediction from Karim et al.. Task: Regression/Classification. Given a drug SMILES string, predict its toxicity properties. Task type varies by dataset: regression for continuous values (e.g., LD50, hERG inhibition percentage) or binary classification for toxic/non-toxic outcomes (e.g., AMES mutagenicity, cardiotoxicity, hepatotoxicity). Dataset: herg_karim. The drug is O=C(NC1CCN(Cc2ccc3c(c2)OCO3)CC1)c1cc(=O)c2ccc(Cl)cc2o1. The result is 1 (blocker).